Dataset: Full USPTO retrosynthesis dataset with 1.9M reactions from patents (1976-2016). Task: Predict the reactants needed to synthesize the given product. (1) Given the product [ClH:37].[ClH:37].[ClH:37].[CH3:1][N:2]1[CH2:3][CH2:4][N:5]([C@@H:8]2[CH2:13][CH2:12][CH2:11][C@H:10]([N:14]3[C:18]4[N:19]=[CH:20][N:21]=[C:22]([NH2:23])[C:17]=4[C:16]([C:24]4[CH:29]=[CH:28][C:27]([O:30][C:31]5[CH:36]=[CH:35][CH:34]=[CH:33][CH:32]=5)=[CH:26][CH:25]=4)=[CH:15]3)[CH2:9]2)[CH2:6][CH2:7]1, predict the reactants needed to synthesize it. The reactants are: [CH3:1][N:2]1[CH2:7][CH2:6][N:5]([C@@H:8]2[CH2:13][CH2:12][CH2:11][C@H:10]([N:14]3[C:18]4[N:19]=[CH:20][N:21]=[C:22]([NH2:23])[C:17]=4[C:16]([C:24]4[CH:29]=[CH:28][C:27]([O:30][C:31]5[CH:36]=[CH:35][CH:34]=[CH:33][CH:32]=5)=[CH:26][CH:25]=4)=[CH:15]3)[CH2:9]2)[CH2:4][CH2:3]1.[ClH:37]. (2) Given the product [CH2:1]([C:5]1[N:6]=[C:7]([CH3:27])[N:8]([CH2:36][C:37]2[CH:46]=[CH:45][C:44]3[C:39](=[CH:40][CH:41]=[CH:42][CH:43]=3)[N:38]=2)[C:9](=[O:26])[C:10]=1[CH2:11][C:12]1[CH:17]=[CH:16][C:15]([C:18]2[C:19]([C:24]#[N:25])=[CH:20][CH:21]=[CH:22][CH:23]=2)=[CH:14][CH:13]=1)[CH2:2][CH2:3][CH3:4], predict the reactants needed to synthesize it. The reactants are: [CH2:1]([C:5]1[N:6]=[C:7]([CH3:27])[NH:8][C:9](=[O:26])[C:10]=1[CH2:11][C:12]1[CH:17]=[CH:16][C:15]([C:18]2[C:19]([C:24]#[N:25])=[CH:20][CH:21]=[CH:22][CH:23]=2)=[CH:14][CH:13]=1)[CH2:2][CH2:3][CH3:4].C(=O)([O-])[O-].[K+].[K+].Cl.Cl[CH2:36][C:37]1[CH:46]=[CH:45][C:44]2[C:39](=[CH:40][CH:41]=[CH:42][CH:43]=2)[N:38]=1. (3) Given the product [Cl:12][C:3]1[C:2]([N+:18]([O-:20])=[O:19])=[CH:10][CH:9]=[C:8]([F:11])[C:4]=1[C:5]([OH:7])=[O:6], predict the reactants needed to synthesize it. The reactants are: C[C:2]1[C:3]([Cl:12])=[C:4]([C:8]([F:11])=[CH:9][CH:10]=1)[C:5]([OH:7])=[O:6].OS(O)(=O)=O.[N+:18]([O-])([OH:20])=[O:19]. (4) Given the product [Br:27][C:8]1[C:7]([F:28])=[CH:6][C:5]2[N:4]=[CH:3][C:2]3[N:1]=[C:34]([CH3:35])[N:12]([C@H:13]4[CH2:18][CH2:17][N:16]([C:19]([O:21][C:22]([CH3:25])([CH3:23])[CH3:24])=[O:20])[CH2:15][C@@H:14]4[F:26])[C:11]=3[C:10]=2[CH:9]=1, predict the reactants needed to synthesize it. The reactants are: [NH2:1][C:2]1[CH:3]=[N:4][C:5]2[C:10]([C:11]=1[NH:12][C@H:13]1[CH2:18][CH2:17][N:16]([C:19]([O:21][C:22]([CH3:25])([CH3:24])[CH3:23])=[O:20])[CH2:15][C@@H:14]1[F:26])=[CH:9][C:8]([Br:27])=[C:7]([F:28])[CH:6]=2.CO.C(Cl)Cl.[CH2:34](C(CC)(CC)C([O-])([O-])[O-])[CH3:35].